Dataset: Forward reaction prediction with 1.9M reactions from USPTO patents (1976-2016). Task: Predict the product of the given reaction. (1) Given the reactants Br[C:2]1[CH:11]=[C:10]2[C:5]([C:6](=[O:18])[N:7]3[CH2:16][CH2:15][CH:14]([CH3:17])[CH2:13][CH2:12][C:8]3=[N:9]2)=[CH:4][CH:3]=1.[CH2:19]=[CH:20][C:21]1C=[CH:25][CH:24]=[CH:23][CH:22]=1.C([O-])([O-])=O.[Cs+].[Cs+].C1C=CC(P(C2C=CC=CC=2)C2C=CC=CC=2)=CC=1.C[N:53](C=O)C, predict the reaction product. The product is: [CH3:17][CH:14]1[CH2:15][CH2:16][N:7]2[C:8](=[N:9][C:10]3[C:5]([C:6]2=[O:18])=[CH:4][CH:3]=[C:2](/[CH:19]=[CH:20]/[C:21]2[CH:22]=[CH:23][CH:24]=[CH:25][N:53]=2)[CH:11]=3)[CH2:12][CH2:13]1. (2) Given the reactants CC1(C)[O:6][C:5](=O)[C@H:4]([C@H:8]([C:13]([N:15]2[CH2:20][CH2:19][N:18]([C:21]3[CH:26]=[CH:25][CH:24]=[CH:23][N:22]=3)[CH2:17][C@H:16]2[CH3:27])=[O:14])[CH2:9][CH:10]([CH3:12])[CH3:11])[O:3]1.[NH2:29][OH:30], predict the reaction product. The product is: [OH:30][NH:29][C:5](=[O:6])[C@@H:4]([OH:3])[C@@H:8]([C:13]([N:15]1[CH2:20][CH2:19][N:18]([C:21]2[CH:26]=[CH:25][CH:24]=[CH:23][N:22]=2)[CH2:17][C@H:16]1[CH3:27])=[O:14])[CH2:9][CH:10]([CH3:12])[CH3:11]. (3) The product is: [Cl:1][C:2]1[C:3]([N+:9]([O-:11])=[O:10])=[C:4]([NH:5][C:22](=[O:23])[CH2:21][O:20][CH3:19])[CH:6]=[CH:7][CH:8]=1. Given the reactants [Cl:1][C:2]1[C:3]([N+:9]([O-:11])=[O:10])=[C:4]([CH:6]=[CH:7][CH:8]=1)[NH2:5].C(N(CC)CC)C.[CH3:19][O:20][CH2:21][C:22](Cl)=[O:23].Cl, predict the reaction product. (4) Given the reactants [C:1]([O:4][CH2:5][C:6]([NH:28][C:29](=[O:31])[CH3:30])([CH2:23][O:24][C:25](=[O:27])[CH3:26])[CH2:7][CH2:8][C:9]1[CH:14]=[CH:13][C:12](B2OCC(C)(C)CO2)=[CH:11][CH:10]=1)(=[O:3])[CH3:2].C([O:39][C:40]1[CH:45]=[CH:44][C:43](Br)=[C:42]([F:47])[CH:41]=1)C1C=CC=CC=1.C(=O)([O-])O.[Na+].O, predict the reaction product. The product is: [C:25]([O:24][CH2:23][C:6]([NH:28][C:29](=[O:31])[CH3:30])([CH2:5][O:4][C:1](=[O:3])[CH3:2])[CH2:7][CH2:8][C:9]1[CH:10]=[CH:11][C:12]([C:43]2[CH:44]=[CH:45][C:40]([OH:39])=[CH:41][C:42]=2[F:47])=[CH:13][CH:14]=1)(=[O:27])[CH3:26]. (5) Given the reactants [CH:1]1([O:4][C:5]2[CH:6]=[C:7]([C:15]3[NH:32][C:18]4[CH:19]=[N:20][N:21](COCC[Si](C)(C)C)[C:22](=[O:23])[C:17]=4[C:16]=3[C:33]3[CH:34]=[N:35][NH:36][CH:37]=3)[CH:8]=[CH:9][C:10]=2[O:11][CH:12]([F:14])[F:13])[CH2:3][CH2:2]1.C1(OC2C=C(C3NC4C=NN(COCC[Si](C)(C)C)C(=O)C=4C=3CCC)C=CC=2OC(F)F)CC1, predict the reaction product. The product is: [CH:1]1([O:4][C:5]2[CH:6]=[C:7]([C:15]3[NH:32][C:18]4[CH:19]=[N:20][NH:21][C:22](=[O:23])[C:17]=4[C:16]=3[C:33]3[CH:34]=[N:35][NH:36][CH:37]=3)[CH:8]=[CH:9][C:10]=2[O:11][CH:12]([F:14])[F:13])[CH2:2][CH2:3]1. (6) Given the reactants FC(F)(F)C(O)=O.C(OC(O[CH:16]([C:24]1[CH:29]=[C:28]([F:30])[CH:27]=[CH:26][C:25]=1[F:31])[C:17]1[N:18]([CH3:23])[C:19]([Cl:22])=[CH:20][N:21]=1)=O)(C)(C)C.[Cl:32][C:33]1[CH:38]=[CH:37][C:36]([SH:39])=[CH:35][CH:34]=1.C(=O)([O-])[O-].[K+].[K+], predict the reaction product. The product is: [Cl:32][C:33]1[CH:38]=[CH:37][C:36]([S:39][CH:16]([C:24]2[CH:29]=[C:28]([F:30])[CH:27]=[CH:26][C:25]=2[F:31])[C:17]2[N:18]([CH3:23])[C:19]([Cl:22])=[CH:20][N:21]=2)=[CH:35][CH:34]=1.